Dataset: Forward reaction prediction with 1.9M reactions from USPTO patents (1976-2016). Task: Predict the product of the given reaction. (1) Given the reactants [NH2:1][C:2]1[CH:10]=[CH:9][C:5]2[N:6]=[CH:7][NH:8][C:4]=2[CH:3]=1.N1([C:16]([N:18]2[CH:22]=[CH:21]N=C2)=[O:17])C=CN=C1.Cl.NCC([C:28]1[CH:33]=[CH:32][C:31]([F:34])=[CH:30][CH:29]=1)=O, predict the reaction product. The product is: [NH:6]1[C:5]2[CH:9]=[CH:10][C:2]([N:1]3[CH:21]([C:28]4[CH:33]=[CH:32][C:31]([F:34])=[CH:30][CH:29]=4)[CH2:22][NH:18][C:16]3=[O:17])=[CH:3][C:4]=2[N:8]=[CH:7]1. (2) Given the reactants [C:1](=[O:13])([O:11][CH3:12])[O:2][C:3]1[CH:8]=[CH:7][C:6]([F:9])=[CH:5][C:4]=1[Cl:10].[N+:14]([O-])([OH:16])=[O:15], predict the reaction product. The product is: [C:1](=[O:13])([O:11][CH3:12])[O:2][C:3]1[CH:8]=[C:7]([N+:14]([O-:16])=[O:15])[C:6]([F:9])=[CH:5][C:4]=1[Cl:10]. (3) Given the reactants [O:1]1CCCO[CH:2]1[C:7]1[C:12]2[O:13][C:14](=[O:21])[C:15]3[CH2:16][NH:17][CH2:18][CH2:19][C:20]=3[C:11]=2[CH:10]=[CH:9][C:8]=1[OH:22].[CH2:23]1COCC1.C=O.Cl, predict the reaction product. The product is: [OH:22][C:8]1[C:7]([CH:2]=[O:1])=[C:12]2[O:13][C:14](=[O:21])[C:15]3[CH2:16][N:17]([CH3:23])[CH2:18][CH2:19][C:20]=3[C:11]2=[CH:10][CH:9]=1. (4) Given the reactants [CH2:1]([C@@:4]1([CH3:31])[CH2:9][C@H:8]([C:10]2[CH:15]=[CH:14][CH:13]=[C:12]([Cl:16])[CH:11]=2)[C@@H:7]([C:17]2[CH:22]=[CH:21][C:20]([Cl:23])=[CH:19][CH:18]=2)[N:6]([C@@H:24]([CH2:28][CH3:29])[CH2:25][CH:26]=[O:27])[C:5]1=[O:30])[CH:2]=[CH2:3].C[Si](C)(C)[C:34]([F:37])([F:36])[F:35].CCCC[N+](CCCC)(CCCC)CCCC.[F-], predict the reaction product. The product is: [CH2:1]([C@@:4]1([CH3:31])[CH2:9][C@H:8]([C:10]2[CH:15]=[CH:14][CH:13]=[C:12]([Cl:16])[CH:11]=2)[C@@H:7]([C:17]2[CH:18]=[CH:19][C:20]([Cl:23])=[CH:21][CH:22]=2)[N:6]([C@H:24]([CH2:25][CH:26]([OH:27])[C:34]([F:37])([F:36])[F:35])[CH2:28][CH3:29])[C:5]1=[O:30])[CH:2]=[CH2:3]. (5) Given the reactants [CH3:1][O:2][C:3]1[C:4](=[O:9])[NH:5][CH:6]=[CH:7][CH:8]=1.[H-].[Na+].Br[CH2:13][CH2:14][CH2:15][CH2:16][Cl:17], predict the reaction product. The product is: [Cl:17][CH2:16][CH2:15][CH2:14][CH2:13][N:5]1[CH:6]=[CH:7][CH:8]=[C:3]([O:2][CH3:1])[C:4]1=[O:9].